This data is from Forward reaction prediction with 1.9M reactions from USPTO patents (1976-2016). The task is: Predict the product of the given reaction. (1) Given the reactants [OH-].[Na+].[O:3]=[C:4]1[CH2:8][CH2:7][CH2:6][N:5]1[CH2:9][C:10]([O:12]C)=[O:11], predict the reaction product. The product is: [O:3]=[C:4]1[CH2:8][CH2:7][CH2:6][N:5]1[CH2:9][C:10]([OH:12])=[O:11]. (2) Given the reactants [Cl:1][C:2]1[N:3]=[C:4]([N:13]2[CH2:18][CH2:17][O:16][CH2:15][CH2:14]2)[C:5]2[S:10][C:9]([CH:11]=O)=[CH:8][C:6]=2[N:7]=1.[CH3:19][S:20]([CH2:23][CH2:24][NH2:25])(=[O:22])=[O:21], predict the reaction product. The product is: [Cl:1][C:2]1[N:3]=[C:4]([N:13]2[CH2:18][CH2:17][O:16][CH2:15][CH2:14]2)[C:5]2[S:10][C:9]([CH2:11][NH:25][CH2:24][CH2:23][S:20]([CH3:19])(=[O:22])=[O:21])=[CH:8][C:6]=2[N:7]=1. (3) Given the reactants [C:1]([O:5][C@@H:6]([C:11]1[C:12]([C:21]2[CH:22]=[C:23]3[C:28](=[CH:29][CH:30]=2)[O:27][CH2:26][CH2:25][CH2:24]3)=[C:13]2[CH:20]=[CH:19][NH:18][C:14]2=[N:15][C:16]=1[CH3:17])[C:7]([O:9]C)=[O:8])([CH3:4])([CH3:3])[CH3:2].Br[CH2:32][C:33]1[CH:38]=[CH:37][CH:36]=[C:35]([F:39])[C:34]=1[F:40], predict the reaction product. The product is: [C:1]([O:5][C@@H:6]([C:11]1[C:12]([C:21]2[CH:22]=[C:23]3[C:28](=[CH:29][CH:30]=2)[O:27][CH2:26][CH2:25][CH2:24]3)=[C:13]2[CH:20]=[CH:19][N:18]([CH2:32][C:33]3[CH:38]=[CH:37][CH:36]=[C:35]([F:39])[C:34]=3[F:40])[C:14]2=[N:15][C:16]=1[CH3:17])[C:7]([OH:9])=[O:8])([CH3:4])([CH3:3])[CH3:2].[C:1]([O:5][C@@H:6]([C:11]1[C:12]([C:21]2[CH:22]=[C:23]3[C:28](=[CH:29][CH:30]=2)[O:27][CH2:26][CH2:25][CH2:24]3)=[C:13]2[CH:20]=[CH:19][NH:18][C:14]2=[N:15][C:16]=1[CH3:17])[C:7]([OH:9])=[O:8])([CH3:4])([CH3:2])[CH3:3]. (4) Given the reactants [OH-].[Na+].Cl.[CH2:4]([O:6][CH2:7][C:8]([NH:10][C:11]1[CH:12]=[N:13][C:14]2[C:19]([C:20]=1[NH:21][CH2:22][C:23]1([C:29]([O:31]CC)=[O:30])[CH2:28][CH2:27][CH2:26][CH2:25][CH2:24]1)=[CH:18][CH:17]=[CH:16][CH:15]=2)=O)[CH3:5], predict the reaction product. The product is: [CH2:4]([O:6][CH2:7][C:8]1[N:21]([CH2:22][C:23]2([C:29]([OH:31])=[O:30])[CH2:24][CH2:25][CH2:26][CH2:27][CH2:28]2)[C:20]2[C:19]3[CH:18]=[CH:17][CH:16]=[CH:15][C:14]=3[N:13]=[CH:12][C:11]=2[N:10]=1)[CH3:5].